This data is from Full USPTO retrosynthesis dataset with 1.9M reactions from patents (1976-2016). The task is: Predict the reactants needed to synthesize the given product. (1) The reactants are: O.[OH-].[Li+].C[O:5][C:6](=[O:34])[CH2:7][C:8]1[C:17]([CH3:18])=[C:16]([C:19]2[CH:24]=[CH:23][C:22]([S:25](=[O:32])(=[O:31])[N:26]([CH2:29][CH3:30])[CH2:27][CH3:28])=[CH:21][CH:20]=2)[C:15]2[C:10](=[CH:11][CH:12]=[C:13]([Cl:33])[CH:14]=2)[CH:9]=1.C1COCC1.O. Given the product [Cl:33][C:13]1[CH:14]=[C:15]2[C:10](=[CH:11][CH:12]=1)[CH:9]=[C:8]([CH2:7][C:6]([OH:34])=[O:5])[C:17]([CH3:18])=[C:16]2[C:19]1[CH:24]=[CH:23][C:22]([S:25](=[O:31])(=[O:32])[N:26]([CH2:29][CH3:30])[CH2:27][CH3:28])=[CH:21][CH:20]=1, predict the reactants needed to synthesize it. (2) Given the product [Cl:23][C:24]1[CH:25]=[C:26]2[C:31](=[CH:32][CH:33]=1)[N:30]([CH2:6][CH2:7][N:8]1[CH:12]=[C:11]([C:13]3[CH:18]=[C:17]([C:19]([OH:21])=[O:20])[CH:16]=[CH:15][N:14]=3)[N:10]=[CH:9]1)[CH2:29][CH2:28][CH2:27]2, predict the reactants needed to synthesize it. The reactants are: CS(O[CH2:6][CH2:7][N:8]1[CH:12]=[C:11]([C:13]2[CH:18]=[C:17]([C:19]([O:21]C)=[O:20])[CH:16]=[CH:15][N:14]=2)[N:10]=[CH:9]1)(=O)=O.[Cl:23][C:24]1[CH:25]=[C:26]2[C:31](=[CH:32][CH:33]=1)[NH:30][CH2:29][CH2:28][CH2:27]2. (3) Given the product [ClH:38].[C:1]([C:3]1[CH:4]=[C:5]([CH:35]=[CH:36][CH:37]=1)[C:6]([NH:8][C:9]1[C:10]([CH3:34])=[C:11]2[C:17]([C@@H:18]3[CH2:23][CH2:22][NH:21][C:20]([CH3:32])([CH3:31])[CH2:19]3)=[CH:16][N:15]([CH3:33])[C:12]2=[N:13][CH:14]=1)=[O:7])#[N:2], predict the reactants needed to synthesize it. The reactants are: [C:1]([C:3]1[CH:4]=[C:5]([CH:35]=[CH:36][CH:37]=1)[C:6]([NH:8][C:9]1[C:10]([CH3:34])=[C:11]2[C:17]([C@@H:18]3[CH2:23][CH2:22][N:21](C(OC(C)(C)C)=O)[C:20]([CH3:32])([CH3:31])[CH2:19]3)=[CH:16][N:15]([CH3:33])[C:12]2=[N:13][CH:14]=1)=[O:7])#[N:2].[ClH:38]. (4) Given the product [C:1]([C:5]1[CH:6]=[C:7]([N:15]2[C:19]([O:20][CH:21]3[CH2:22][CH2:23][CH2:24][CH2:25][CH2:26]3)=[C:18]([Cl:39])[C:17]([C:27]([O:29][CH2:30][CH3:31])=[O:28])=[N:16]2)[CH:8]=[C:9]([C:11]2([CH3:14])[CH2:12][CH2:13]2)[CH:10]=1)([CH3:2])([CH3:3])[CH3:4], predict the reactants needed to synthesize it. The reactants are: [C:1]([C:5]1[CH:6]=[C:7]([N:15]2[C:19]([O:20][CH:21]3[CH2:26][CH2:25][CH2:24][CH2:23][CH2:22]3)=[CH:18][C:17]([C:27]([O:29][CH2:30][CH3:31])=[O:28])=[N:16]2)[CH:8]=[C:9]([C:11]2([CH3:14])[CH2:13][CH2:12]2)[CH:10]=1)([CH3:4])([CH3:3])[CH3:2].C1C(=O)N([Cl:39])C(=O)C1. (5) Given the product [O:20]([CH2:2][CH2:1][O:3][CH2:4][CH3:5])[S:17]([C:16]([F:29])([F:28])[F:15])(=[O:19])=[O:18], predict the reactants needed to synthesize it. The reactants are: [CH2:1]([O:3][CH:4](O)[CH3:5])[CH3:2].N1C(C)=CC=CC=1C.[F:15][C:16]([F:29])([F:28])[S:17]([O:20]S(C(F)(F)F)(=O)=O)(=[O:19])=[O:18].[Cl-].[NH4+].